From a dataset of Acute oral toxicity (LD50) regression data from Zhu et al.. Regression/Classification. Given a drug SMILES string, predict its toxicity properties. Task type varies by dataset: regression for continuous values (e.g., LD50, hERG inhibition percentage) or binary classification for toxic/non-toxic outcomes (e.g., AMES mutagenicity, cardiotoxicity, hepatotoxicity). Dataset: ld50_zhu. The drug is Cc1cccc([N+](=O)[O-])c1[N+](=O)[O-]. The rat oral LD50 is 2.30, given as -log10 of the dose in mol/kg body weight (higher means more acutely toxic).